Dataset: Catalyst prediction with 721,799 reactions and 888 catalyst types from USPTO. Task: Predict which catalyst facilitates the given reaction. (1) Reactant: C[O:2][C:3]([C:5]1[CH:6]=[C:7]2[CH:13]=[C:12]([C:14]([C:19]3[CH:24]=[CH:23][C:22]([S:25]([CH3:28])(=[O:27])=[O:26])=[CH:21][CH:20]=3)=[CH:15][CH:16]([CH3:18])[CH3:17])[N:11](S(C3C=CC=CC=3)(=O)=O)[C:8]2=[N:9][CH:10]=1)=[O:4].[OH-].[Na+].Cl. Product: [CH3:28][S:25]([C:22]1[CH:23]=[CH:24][C:19]([C:14]([C:12]2[NH:11][C:8]3=[N:9][CH:10]=[C:5]([C:3]([OH:4])=[O:2])[CH:6]=[C:7]3[CH:13]=2)=[CH:15][CH:16]([CH3:18])[CH3:17])=[CH:20][CH:21]=1)(=[O:26])=[O:27]. The catalyst class is: 412. (2) Reactant: [CH:1]1([C:6]2[C:15]([CH:16]([F:27])[C:17]3[CH:22]=[CH:21][C:20]([C:23]([F:26])([F:25])[F:24])=[CH:19][CH:18]=3)=[C:14]([C:28]3[CH:33]=[CH:32][C:31]([F:34])=[CH:30][CH:29]=3)[C:13]3[C:12](=[O:35])[CH2:11][C:10]([CH3:37])([CH3:36])[CH2:9][C:8]=3[N:7]=2)[CH2:5][CH2:4][CH2:3][CH2:2]1.C[Li].[Cl-].[NH4+].[C:42]1(C)C=CC=CC=1. Product: [CH:1]1([C:6]2[C:15]([CH:16]([F:27])[C:17]3[CH:22]=[CH:21][C:20]([C:23]([F:25])([F:26])[F:24])=[CH:19][CH:18]=3)=[C:14]([C:28]3[CH:29]=[CH:30][C:31]([F:34])=[CH:32][CH:33]=3)[C:13]3[C:12]([CH3:42])([OH:35])[CH2:11][C:10]([CH3:37])([CH3:36])[CH2:9][C:8]=3[N:7]=2)[CH2:5][CH2:4][CH2:3][CH2:2]1. The catalyst class is: 28.